Dataset: Peptide-MHC class II binding affinity with 134,281 pairs from IEDB. Task: Regression. Given a peptide amino acid sequence and an MHC pseudo amino acid sequence, predict their binding affinity value. This is MHC class II binding data. (1) The peptide sequence is FTNFKVAYSKSLKEL. The MHC is DRB1_0401 with pseudo-sequence DRB1_0401. The binding affinity (normalized) is 0.147. (2) The peptide sequence is RNSRWSSPDNVKPLY. The MHC is HLA-DQA10104-DQB10503 with pseudo-sequence HLA-DQA10104-DQB10503. The binding affinity (normalized) is 0.0528.